This data is from Full USPTO retrosynthesis dataset with 1.9M reactions from patents (1976-2016). The task is: Predict the reactants needed to synthesize the given product. (1) Given the product [Cl:7][C:8]1[CH:13]=[C:12]([O:14][CH3:15])[CH:11]=[CH:10][C:9]=1[CH2:16][C:17]([C:24]1[CH:35]=[CH:34][C:27]2[N:28]([CH3:33])[C:29](=[O:32])[CH2:30][O:31][C:26]=2[CH:25]=1)=[O:19], predict the reactants needed to synthesize it. The reactants are: C([Mg]Cl)(C)(C)C.[Cl:7][C:8]1[CH:13]=[C:12]([O:14][CH3:15])[CH:11]=[CH:10][C:9]=1[CH2:16][C:17]([OH:19])=O.COC([C:24]1[CH:35]=[CH:34][C:27]2[N:28]([CH3:33])[C:29](=[O:32])[CH2:30][O:31][C:26]=2[CH:25]=1)=O.Cl. (2) Given the product [CH2:13]([O:15][C:16](=[O:36])[CH:17]=[C:18]([C:2]1[CH:10]=[C:9]2[C:5]([C:6]([C:11]#[N:12])=[CH:7][NH:8]2)=[CH:4][CH:3]=1)[C:19]1[CH:24]=[CH:23][CH:22]=[CH:21][CH:20]=1)[CH3:14], predict the reactants needed to synthesize it. The reactants are: Br[C:2]1[CH:10]=[C:9]2[C:5]([C:6]([C:11]#[N:12])=[CH:7][NH:8]2)=[CH:4][CH:3]=1.[CH2:13]([O:15][C:16](=[O:36])[CH:17]=[C:18](C1C=C(OC)C=C2C=1C=CN2)[C:19]1[CH:24]=[CH:23][CH:22]=[CH:21][CH:20]=1)[CH3:14].